From a dataset of Full USPTO retrosynthesis dataset with 1.9M reactions from patents (1976-2016). Predict the reactants needed to synthesize the given product. (1) The reactants are: ClC1C=C(C=CC=1)C(OO)=[O:6].[F:12][C:13]1[CH:18]=[CH:17][CH:16]=[CH:15][C:14]=1[C:19]1[CH:20]=[N:21][C:22]([N:25]2[C:33]3[C:28](=[CH:29][CH:30]=[C:31]([C:34]([O:36][CH3:37])=[O:35])[CH:32]=3)[C:27]([S:38][CH3:39])=[CH:26]2)=[N:23][CH:24]=1. Given the product [F:12][C:13]1[CH:18]=[CH:17][CH:16]=[CH:15][C:14]=1[C:19]1[CH:20]=[N:21][C:22]([N:25]2[C:33]3[C:28](=[CH:29][CH:30]=[C:31]([C:34]([O:36][CH3:37])=[O:35])[CH:32]=3)[C:27]([S:38]([CH3:39])=[O:6])=[CH:26]2)=[N:23][CH:24]=1, predict the reactants needed to synthesize it. (2) Given the product [C:42]([O:41][C@@H:35]([C:12]1[C:13]([CH3:34])=[N:14][C:15]2=[CH:19][C:18]3=[N:17][N:16]2[C:11]=1[N:8]1[CH2:7][CH2:6][C:5]([CH3:46])([O:4][CH2:1][CH:2]=[CH:3][C:24]2[CH:25]=[C:26]([C:29]([F:32])([F:31])[F:30])[CH:27]=[CH:28][C:23]=2[CH2:22][O:21][CH2:20]3)[CH2:10][CH2:9]1)[C:36]([O:38][CH2:39][CH3:40])=[O:37])([CH3:45])([CH3:43])[CH3:44], predict the reactants needed to synthesize it. The reactants are: [CH2:1]([O:4][C:5]1([CH3:46])[CH2:10][CH2:9][N:8]([C:11]2[N:16]3[N:17]=[C:18]([CH2:20][O:21][CH2:22][C:23]4[CH:28]=[CH:27][C:26]([C:29]([F:32])([F:31])[F:30])=[CH:25][C:24]=4Br)[CH:19]=[C:15]3[N:14]=[C:13]([CH3:34])[C:12]=2[C@H:35]([O:41][C:42]([CH3:45])([CH3:44])[CH3:43])[C:36]([O:38][CH2:39][CH3:40])=[O:37])[CH2:7][CH2:6]1)[CH:2]=[CH2:3].C(N(CC)CC)C.C1(P(C2C=CC=CC=2)C2C=CC=CC=2)C=CC=CC=1.